Dataset: Reaction yield outcomes from USPTO patents with 853,638 reactions. Task: Predict the reaction yield, written as a fraction of the theoretical maximum amount of product (1.0 means a 100% yield; for example, 0.34 means a 34% yield). (1) The product is [NH2:1][C:4]1[CH:5]=[CH:6][C:7]([C:10]2[CH:15]=[CH:14][C:13]([C:16](=[O:32])[CH2:17][CH:18]([CH2:24][CH2:25][C:26]3[CH:27]=[CH:28][CH:29]=[CH:30][CH:31]=3)[C:19]([O:21][CH2:22][CH3:23])=[O:20])=[CH:12][CH:11]=2)=[CH:8][CH:9]=1. The yield is 0.950. The catalyst is C(O)C.[Fe]. The reactants are [N+:1]([C:4]1[CH:9]=[CH:8][C:7]([C:10]2[CH:15]=[CH:14][C:13]([C:16](=[O:32])[CH2:17][CH:18]([CH2:24][CH2:25][C:26]3[CH:31]=[CH:30][CH:29]=[CH:28][CH:27]=3)[C:19]([O:21][CH2:22][CH3:23])=[O:20])=[CH:12][CH:11]=2)=[CH:6][CH:5]=1)([O-])=O.Cl. (2) The reactants are [N+:1]([O-:4])(O)=[O:2].[CH2:5]([O:12][C:13]1[CH:20]=[CH:19][C:16]([C:17]#[N:18])=[CH:15][C:14]=1[O:21][CH3:22])[C:6]1[CH:11]=[CH:10][CH:9]=[CH:8][CH:7]=1. The catalyst is C(O)(=O)C. The product is [CH2:5]([O:12][C:13]1[CH:20]=[C:19]([N+:1]([O-:4])=[O:2])[C:16]([C:17]#[N:18])=[CH:15][C:14]=1[O:21][CH3:22])[C:6]1[CH:7]=[CH:8][CH:9]=[CH:10][CH:11]=1. The yield is 0.850.